Dataset: Forward reaction prediction with 1.9M reactions from USPTO patents (1976-2016). Task: Predict the product of the given reaction. (1) Given the reactants [C:1]([O:5][C:6]([N:8]1[CH2:13][CH:12]=[C:11]([C:14]2[S:15][CH:16]=[C:17]([C:19]([OH:21])=O)[CH:18]=2)[CH2:10][CH2:9]1)=[O:7])([CH3:4])([CH3:3])[CH3:2].C(N(CC)CC)C.[NH:29]1[CH2:35][CH2:34][CH2:33][CH2:32][CH2:31][CH2:30]1.CN(C(ON1N=NC2C=CC=NC1=2)=[N+](C)C)C.F[P-](F)(F)(F)(F)F, predict the reaction product. The product is: [C:1]([O:5][C:6]([N:8]1[CH2:13][CH:12]=[C:11]([C:14]2[S:15][CH:16]=[C:17]([C:19]([N:29]3[CH2:35][CH2:34][CH2:33][CH2:32][CH2:31][CH2:30]3)=[O:21])[CH:18]=2)[CH2:10][CH2:9]1)=[O:7])([CH3:2])([CH3:3])[CH3:4]. (2) Given the reactants [NH2:1][C:2]1[S:6][N:5]=[C:4]([CH3:7])[C:3]=1[C:8]([NH:10][C:11]1[CH:16]=[CH:15][CH:14]=[CH:13][C:12]=1[CH2:17][CH3:18])=[O:9].Cl[C:20]1[CH:29]=[N:28][C:27]2[C:22](=[CH:23][C:24]([Cl:30])=[CH:25][CH:26]=2)[N:21]=1.C(=O)([O-])[O-].[Cs+].[Cs+].CC1(C)C2C(=C(P(C3C=CC=CC=3)C3C=CC=CC=3)C=CC=2)OC2C(P(C3C=CC=CC=3)C3C=CC=CC=3)=CC=CC1=2, predict the reaction product. The product is: [Cl:30][C:24]1[CH:23]=[C:22]2[C:27]([N:28]=[CH:29][C:20]([NH:1][C:2]3[S:6][N:5]=[C:4]([CH3:7])[C:3]=3[C:8]([NH:10][C:11]3[CH:16]=[CH:15][CH:14]=[CH:13][C:12]=3[CH2:17][CH3:18])=[O:9])=[N:21]2)=[CH:26][CH:25]=1. (3) Given the reactants [C:1]1([CH2:7][CH2:8][CH2:9][CH2:10][CH2:11][CH2:12][CH2:13][CH2:14][NH2:15])[CH:6]=[CH:5][CH:4]=[CH:3][CH:2]=1.[Li]CCCC.C([O:23][C:24](=O)[C:25]1[CH:30]=[C:29]([C:31]2[CH:36]=[CH:35][C:34]([F:37])=[C:33]([Cl:38])[CH:32]=2)[C:28]([O:39][CH2:40][CH2:41][OH:42])=[C:27](Br)[CH:26]=1)C, predict the reaction product. The product is: [C:1]1([CH2:7][CH2:8][CH2:9][CH2:10][CH2:11][CH2:12][CH2:13][CH2:14][NH:15][C:24](=[O:23])[C:25]2[CH:30]=[C:29]([C:31]3[CH:36]=[CH:35][C:34]([F:37])=[C:33]([Cl:38])[CH:32]=3)[C:28]([O:39][CH2:40][CH2:41][OH:42])=[CH:27][CH:26]=2)[CH:6]=[CH:5][CH:4]=[CH:3][CH:2]=1. (4) Given the reactants [H-].[Na+].[CH:3]1([CH2:6][OH:7])[CH2:5][CH2:4]1.C[O:9][C:10]([C:12]1[CH:17]=[CH:16][C:15]([N:18]2[CH2:22][CH2:21][C:20]([F:24])([F:23])[CH2:19]2)=[C:14](Cl)[N:13]=1)=[O:11], predict the reaction product. The product is: [CH:3]1([CH2:6][O:7][C:14]2[N:13]=[C:12]([C:10]([OH:11])=[O:9])[CH:17]=[CH:16][C:15]=2[N:18]2[CH2:22][CH2:21][C:20]([F:24])([F:23])[CH2:19]2)[CH2:5][CH2:4]1. (5) Given the reactants [CH2:1]1[C:7]2[CH:8]=[CH:9][C:10]([C:12](OC)=[O:13])=[CH:11][C:6]=2[CH2:5][CH2:4][N:3]([C:16]([O:18][C:19]([CH3:22])([CH3:21])[CH3:20])=[O:17])[CH2:2]1.[H-].[Al+3].[Li+].[H-].[H-].[H-], predict the reaction product. The product is: [OH:13][CH2:12][C:10]1[CH:9]=[CH:8][C:7]2[CH2:1][CH2:2][N:3]([C:16]([O:18][C:19]([CH3:20])([CH3:21])[CH3:22])=[O:17])[CH2:4][CH2:5][C:6]=2[CH:11]=1. (6) Given the reactants [CH3:1][C:2]1[CH:7]=[CH:6][C:5]([S:8]([NH:11][C:12]2[N:13]=[N:14][C:15]([C:18]([F:21])([F:20])[F:19])=[CH:16][CH:17]=2)(=[O:10])=[O:9])=[CH:4][CH:3]=1.[CH3:22][CH2:23][N:24](C(C)C)C(C)C.[OH2:31], predict the reaction product. The product is: [S:8]([N:11]=[C:12]1[N:13]([CH2:22][C:23]([NH2:24])=[O:31])[N:14]=[C:15]([C:18]([F:19])([F:21])[F:20])[CH:16]=[CH:17]1)([C:5]1[CH:6]=[CH:7][C:2]([CH3:1])=[CH:3][CH:4]=1)(=[O:9])=[O:10]. (7) Given the reactants [Li+].[Cl-].CN1C(=O)CCC1.[NH2:10][C:11]1[N:12]=[C:13]([C:27]2[CH:32]=[CH:31][C:30]([F:33])=[CH:29][CH:28]=2)[C:14]2[C:23](=[O:24])[C:22]3[C:17](=[C:18]([O:25]C)[CH:19]=[CH:20][CH:21]=3)[C:15]=2[N:16]=1.O, predict the reaction product. The product is: [NH2:10][C:11]1[N:12]=[C:13]([C:27]2[CH:32]=[CH:31][C:30]([F:33])=[CH:29][CH:28]=2)[C:14]2[C:23](=[O:24])[C:22]3[C:17](=[C:18]([OH:25])[CH:19]=[CH:20][CH:21]=3)[C:15]=2[N:16]=1. (8) Given the reactants [Cl:1][C:2]1[CH:10]=[C:9]([N+]([O-])=O)[C:8]([N+:14]([O-:16])=[O:15])=[CH:7][C:3]=1[C:4]([OH:6])=[O:5].[OH-:17].[K+].Cl.[CH3:20]O, predict the reaction product. The product is: [Cl:1][C:2]1[CH:10]=[C:9]([O:17][CH3:20])[C:8]([N+:14]([O-:16])=[O:15])=[CH:7][C:3]=1[C:4]([OH:6])=[O:5].